Task: Predict the product of the given reaction.. Dataset: Forward reaction prediction with 1.9M reactions from USPTO patents (1976-2016) (1) The product is: [CH:23]1([N:22]2[C:21]3[CH:29]=[CH:30][C:31]([C:33]([OH:35])=[O:34])=[CH:32][C:20]=3[N:19]=[C:18]2[C:13]2[CH:14]=[C:15]3[C:10](=[CH:11][CH:12]=2)[N:9]=[C:8]([C:6]2[CH:7]=[CH:2][C:3]([N:46]4[CH:45]=[CH:44][N:48]=[CH:47]4)=[CH:4][CH:5]=2)[CH:17]=[CH:16]3)[CH2:24][CH2:25][CH2:26][CH2:27][CH2:28]1. Given the reactants Br[C:2]1[CH:3]=[CH:4][C:5](O)=[C:6]([C:8]2[CH:17]=[CH:16][C:15]3[C:10](=[CH:11][CH:12]=[C:13]([C:18]4[N:22]([CH:23]5[CH2:28][CH2:27][CH2:26][CH2:25][CH2:24]5)[C:21]5[CH:29]=[CH:30][C:31]([C:33]([OH:35])=[O:34])=[CH:32][C:20]=5[N:19]=4)[CH:14]=3)[N:9]=2)[CH:7]=1.C(OC(C1C=C[C:45]2[N:46](C3CCCCC3)[C:47](C3C=CC(N)=C(C=O)C=3)=[N:48][C:44]=2C=1)=O)C.N1(C2C=CC(C(=O)C)=CC=2)C=CN=C1.[OH-].[K+], predict the reaction product. (2) Given the reactants [B-].[Na+].[CH3:19][N:17]1[CH:18]=[C:14]([C:12](O[C:12]([C:14]2[C:15]([C:20]([F:23])([F:22])[F:21])=[N:16][N:17]([CH3:19])[CH:18]=2)=[O:13])=[O:13])[C:15]([C:20]([F:23])([F:22])[F:21])=[N:16]1.[Cl:28][C:29]1[C:30]([CH2:39][C:40]#[N:41])=[N:31][CH:32]=[C:33]([C:35]([F:38])([F:37])[F:36])[CH:34]=1, predict the reaction product. The product is: [Cl:28][C:29]1[C:30]([CH2:39][CH2:40][NH:41][C:12]([C:14]2[C:15]([C:20]([F:21])([F:22])[F:23])=[N:16][N:17]([CH3:19])[CH:18]=2)=[O:13])=[N:31][CH:32]=[C:33]([C:35]([F:38])([F:36])[F:37])[CH:34]=1. (3) Given the reactants C(O[C:6](=O)[NH:7][C@@H:8]([C:16]1[CH:21]=[CH:20][C:19]([O:22][CH2:23][CH2:24][O:25][CH2:26][CH2:27][O:28][CH2:29][CH2:30][O:31][CH2:32][CH2:33][O:34][CH2:35][CH2:36][O:37][CH3:38])=[CH:18][CH:17]=1)[C:9](=O)[N:10]1[CH2:14][CH2:13][CH2:12][CH2:11]1)(C)(C)C.[H-].[Al+3].[Li+].[H-].[H-].[H-].C(=O)([O-])[O-].[Na+].[Na+], predict the reaction product. The product is: [CH3:38][O:37][CH2:36][CH2:35][O:34][CH2:33][CH2:32][O:31][CH2:30][CH2:29][O:28][CH2:27][CH2:26][O:25][CH2:24][CH2:23][O:22][C:19]1[CH:18]=[CH:17][C:16]([C@H:8]([NH:7][CH3:6])[CH2:9][N:10]2[CH2:11][CH2:12][CH2:13][CH2:14]2)=[CH:21][CH:20]=1.